Dataset: Full USPTO retrosynthesis dataset with 1.9M reactions from patents (1976-2016). Task: Predict the reactants needed to synthesize the given product. (1) Given the product [ClH:1].[ClH:1].[NH2:27][CH2:26][CH:25]([NH:24][C:22]([C:18]1[N:14]2[CH:15]=[CH:16][CH:17]=[C:12]([O:11][CH2:10][C:9]3[C:41]([F:45])=[CH:42][CH:43]=[CH:44][C:8]=3[F:7])[C:13]2=[N:20][C:19]=1[CH3:21])=[O:23])[C:35]1[CH:40]=[CH:39][CH:38]=[CH:37][CH:36]=1, predict the reactants needed to synthesize it. The reactants are: [ClH:1].C(OCC)C.[F:7][C:8]1[CH:44]=[CH:43][CH:42]=[C:41]([F:45])[C:9]=1[CH2:10][O:11][C:12]1[C:13]2[N:14]([C:18]([C:22]([NH:24][CH:25]([C:35]3[CH:40]=[CH:39][CH:38]=[CH:37][CH:36]=3)[CH2:26][NH:27]C(=O)OC(C)(C)C)=[O:23])=[C:19]([CH3:21])[N:20]=2)[CH:15]=[CH:16][CH:17]=1. (2) Given the product [CH:9]1([C:6]2[CH:7]=[CH:8][C:1]([OH:2])=[CH:3][C:4]=2[OH:5])[CH2:14][CH2:13][CH2:12][CH2:11][CH2:10]1, predict the reactants needed to synthesize it. The reactants are: [C:1]1([CH:8]=[CH:7][CH:6]=[C:4]([OH:5])[CH:3]=1)[OH:2].[CH:9]1(O)[CH2:14][CH2:13][CH2:12][CH2:11][CH2:10]1. (3) Given the product [N:1]1([CH2:8][CH2:9][CH2:10][C:11]#[N:12])[CH2:6][CH2:5][CH2:4][CH2:3][CH2:2]1, predict the reactants needed to synthesize it. The reactants are: [NH:1]1[CH2:6][CH2:5][CH2:4][CH2:3][CH2:2]1.Br[CH2:8][CH2:9][CH2:10][C:11]#[N:12]. (4) Given the product [Cl:11][C:12]1[CH:13]=[C:14]2[C:18](=[CH:19][CH:20]=1)[NH:17][C:16](=[O:21])[C:15]2([OH:22])[C:3]1[CH:8]=[CH:7][C:6]([O:9][CH3:10])=[CH:5][CH:4]=1, predict the reactants needed to synthesize it. The reactants are: [Mg].Br[C:3]1[CH:8]=[CH:7][C:6]([O:9][CH3:10])=[CH:5][CH:4]=1.[Cl:11][C:12]1[CH:13]=[C:14]2[C:18](=[CH:19][CH:20]=1)[NH:17][C:16](=[O:21])[C:15]2=[O:22]. (5) Given the product [ClH:22].[ClH:22].[N:15]1([C:14]2[C:9]([CH2:8][NH2:7])=[N:10][CH:11]=[CH:12][CH:13]=2)[CH:19]=[N:18][CH:17]=[N:16]1, predict the reactants needed to synthesize it. The reactants are: C(OC(=O)[NH:7][CH2:8][C:9]1[C:14]([N:15]2[CH:19]=[N:18][CH:17]=[N:16]2)=[CH:13][CH:12]=[CH:11][N:10]=1)(C)(C)C.C(Cl)[Cl:22]. (6) Given the product [F:64][C:65]1([F:71])[CH2:70][CH2:69][N:68]([C:25]([C:24]2[CH:28]=[CH:29][C:21]([NH:20][C:12]3[C:13]4[C:14](=[O:19])[NH:15][CH:16]=[CH:17][C:18]=4[N:10]([C@:4]4([CH2:3][C:1]#[N:2])[CH2:9][CH2:8][CH2:7][O:6][CH2:5]4)[N:11]=3)=[CH:22][C:23]=2[CH3:30])=[O:27])[CH2:67][CH2:66]1, predict the reactants needed to synthesize it. The reactants are: [C:1]([CH2:3][C@@:4]1([N:10]2[C:18]3[CH:17]=[CH:16][NH:15][C:14](=[O:19])[C:13]=3[C:12]([NH:20][C:21]3[CH:29]=[CH:28][C:24]([C:25]([OH:27])=O)=[C:23]([CH3:30])[CH:22]=3)=[N:11]2)[CH2:9][CH2:8][CH2:7][O:6][CH2:5]1)#[N:2].CN(C(ON1N=NC2C=CC=NC1=2)=[N+](C)C)C.F[P-](F)(F)(F)(F)F.CCN(C(C)C)C(C)C.[F:64][C:65]1([F:71])[CH2:70][CH2:69][NH:68][CH2:67][CH2:66]1. (7) Given the product [CH2:18]([C:20]1[CH:27]=[CH:26][CH:25]=[CH:24][C:21]=1[CH2:22][N:12]1[C:13]([CH3:17])([CH3:16])[C:14](=[O:15])[N:11]1[CH:2]1[CH:3]2[CH2:4][CH:5]3[CH2:6][CH:7]([CH2:8][CH:1]1[CH2:10]3)[CH2:9]2)[CH3:19], predict the reactants needed to synthesize it. The reactants are: [CH:1]12[CH2:10][CH:5]3[CH2:6][CH:7]([CH2:9][CH:3]([CH2:4]3)[CH:2]1[N:11]1[C:14](=[O:15])[C:13]([CH3:17])([CH3:16])[NH:12]1)[CH2:8]2.[CH2:18]([C:20]1[CH:27]=[CH:26][CH:25]=[CH:24][C:21]=1[CH2:22]Br)[CH3:19]. (8) Given the product [Cl:1][C:2]1[CH:7]=[CH:6][CH:5]=[CH:4][C:3]=1[S:8]([N:11]1[CH2:12][CH2:13][N:14]([C:17]2([CH2:21][OH:22])[CH2:20][CH2:19][CH2:18]2)[CH2:15][CH2:16]1)(=[O:9])=[O:10], predict the reactants needed to synthesize it. The reactants are: [Cl:1][C:2]1[CH:7]=[CH:6][CH:5]=[CH:4][C:3]=1[S:8]([N:11]1[CH2:16][CH2:15][N:14]([C:17]2([C:21](OCC)=[O:22])[CH2:20][CH2:19][CH2:18]2)[CH2:13][CH2:12]1)(=[O:10])=[O:9].[H-].[Al+3].[Li+].[H-].[H-].[H-]. (9) Given the product [ClH:1].[Cl:1][C:2]1[CH:3]=[C:4]2[C:8](=[CH:9][CH:10]=1)[NH:7][C:6]([C:11]([NH:13][C@H:14]1[CH2:19][CH2:18][C@@H:17]([C:20]([N:31]3[CH2:32][CH2:33][CH2:34][CH2:29][CH2:30]3)=[O:21])[CH2:16][C@H:15]1[NH:24][C:25]([C:27]1[S:28][C:29]3[CH2:30][N:31]([CH3:36])[CH2:32][CH2:33][C:34]=3[N:35]=1)=[O:26])=[O:12])=[CH:5]2, predict the reactants needed to synthesize it. The reactants are: [Cl:1][C:2]1[CH:3]=[C:4]2[C:8](=[CH:9][CH:10]=1)[NH:7][C:6]([C:11]([NH:13][C@H:14]1[CH2:19][CH2:18][C@@H:17]([C:20](OC)=[O:21])[CH2:16][C@H:15]1[NH:24][C:25]([C:27]1[S:28][C:29]3[CH2:30][N:31]([CH3:36])[CH2:32][CH2:33][C:34]=3[N:35]=1)=[O:26])=[O:12])=[CH:5]2.[OH-].[Li+]. (10) Given the product [CH2:24]([O:1][C:2]1[CH:7]=[C:6]([O:8][CH2:15][C:40]2[CH:39]=[CH:38][CH:43]=[CH:42][CH:41]=2)[C:5]([CH:9]([CH3:11])[CH3:10])=[CH:4][C:3]=1[C:12](=[O:14])[CH3:13])[C:25]1[CH:30]=[CH:29][CH:28]=[CH:27][CH:26]=1, predict the reactants needed to synthesize it. The reactants are: [OH:1][C:2]1[CH:7]=[C:6]([OH:8])[C:5]([CH:9]([CH3:11])[CH3:10])=[CH:4][C:3]=1[C:12](=[O:14])[CH3:13].[C:15](#N)C.C(=O)([O-])[O-].[K+].[K+].[CH2:24](Br)[C:25]1[CH:30]=[CH:29][CH:28]=[CH:27][CH:26]=1.CCOC(C)=O.[CH3:38][CH2:39][CH2:40][CH2:41][CH2:42][CH3:43].